Dataset: HIV replication inhibition screening data with 41,000+ compounds from the AIDS Antiviral Screen. Task: Binary Classification. Given a drug SMILES string, predict its activity (active/inactive) in a high-throughput screening assay against a specified biological target. The compound is O=C(O)C1C2CCC(O2)C1C(=O)O. The result is 0 (inactive).